Task: Predict the product of the given reaction.. Dataset: Forward reaction prediction with 1.9M reactions from USPTO patents (1976-2016) (1) The product is: [CH2:7]([N:11]1[CH:16]=[CH:15][C:14]([O:17][S:22]([C:21]([F:34])([F:33])[F:20])(=[O:24])=[O:23])=[C:13]([Cl:18])[C:12]1=[O:19])[CH2:8][CH2:9][CH3:10]. Given the reactants N1C=CC=CC=1.[CH2:7]([N:11]1[CH:16]=[CH:15][C:14]([OH:17])=[C:13]([Cl:18])[C:12]1=[O:19])[CH2:8][CH2:9][CH3:10].[F:20][C:21]([F:34])([F:33])[S:22](O[S:22]([C:21]([F:34])([F:33])[F:20])(=[O:24])=[O:23])(=[O:24])=[O:23], predict the reaction product. (2) Given the reactants Cl[C:2]1[CH:3]=[CH:4][C:5]2[C:14]3[C:9](=[CH:10][N:11]=[CH:12][CH:13]=3)[C:8](=[O:15])[N:7]([CH2:16][CH:17]3[CH2:19][CH2:18]3)[C:6]=2[CH:20]=1.C(=O)([O-])[O-].[Cs+].[Cs+].[C:27]([NH:34][C@H:35]([CH2:40][OH:41])[CH2:36][CH:37]([CH3:39])[CH3:38])([O:29][C:30]([CH3:33])([CH3:32])[CH3:31])=[O:28].C(P(C(C)(C)C)C1C=CC=CC=1C1C(C(C)C)=CC(C(C)C)=CC=1C(C)C)(C)(C)C, predict the reaction product. The product is: [CH:17]1([CH2:16][N:7]2[C:6]3[CH:20]=[C:2]([O:41][CH2:40][C@@H:35]([NH:34][C:27](=[O:28])[O:29][C:30]([CH3:31])([CH3:33])[CH3:32])[CH2:36][CH:37]([CH3:39])[CH3:38])[CH:3]=[CH:4][C:5]=3[C:14]3[C:9](=[CH:10][N:11]=[CH:12][CH:13]=3)[C:8]2=[O:15])[CH2:19][CH2:18]1.